This data is from Full USPTO retrosynthesis dataset with 1.9M reactions from patents (1976-2016). The task is: Predict the reactants needed to synthesize the given product. (1) Given the product [C:6]([N:8]1[CH2:13][CH2:12][N:11]([CH2:14][CH2:15][CH2:16][N:18]=[N+:19]=[N-:20])[CH2:10][CH2:9]1)([O:5][C:1]([CH3:4])([CH3:3])[CH3:2])=[O:7], predict the reactants needed to synthesize it. The reactants are: [C:1]([O:5][C:6]([N:8]1[CH2:13][CH2:12][N:11]([CH2:14][CH2:15][CH2:16]Cl)[CH2:10][CH2:9]1)=[O:7])([CH3:4])([CH3:3])[CH3:2].[N-:18]=[N+:19]=[N-:20].[Na+]. (2) Given the product [Cl:10][C:11]1[CH:12]=[C:13]([C:17]([N:62]2[CH2:61][CH2:60][N:59]([C:42](=[O:41])[CH2:43][NH:44][C:45]([C:47]3[CH:52]=[CH:51][C:50]([C:53]4[CH:58]=[CH:57][CH:56]=[CH:55][CH:54]=4)=[CH:49][CH:48]=3)=[O:46])[CH2:64][CH2:63]2)=[O:19])[CH:14]=[CH:15][N:16]=1, predict the reactants needed to synthesize it. The reactants are: CCN(C(C)C)C(C)C.[Cl:10][C:11]1[N:16]=[CH:15][CH:14]=[C:13]([C:17]([OH:19])=O)[CH:12]=1.C1C=CC2N(O)N=NC=2C=1.CCN=C=NCCCN(C)C.[O:41]=[C:42]([N:59]1[CH2:64][CH2:63][NH:62][CH2:61][CH2:60]1)[CH2:43][NH:44][C:45]([C:47]1[CH:52]=[CH:51][C:50]([C:53]2[CH:58]=[CH:57][CH:56]=[CH:55][CH:54]=2)=[CH:49][CH:48]=1)=[O:46]. (3) Given the product [F:41][C:42]1[CH:47]=[CH:46][C:45]([C:2]2[S:6][C:5]([CH2:7][C:8]3[C:16]4[C:11](=[CH:12][CH:13]=[CH:14][C:15]=4[CH3:17])[N:10]([C@@H:18]4[O:35][C@H:34]([CH2:36][OH:37])[C@@H:29]([OH:30])[C@H:24]([OH:25])[C@H:19]4[OH:20])[CH:9]=3)=[CH:4][CH:3]=2)=[CH:44][CH:43]=1, predict the reactants needed to synthesize it. The reactants are: Br[C:2]1[S:6][C:5]([CH2:7][C:8]2[C:16]3[C:11](=[CH:12][CH:13]=[CH:14][C:15]=3[CH3:17])[N:10]([C@@H:18]3[O:35][C@H:34]([CH2:36][O:37]C(=O)C)[C@@H:29]([O:30]C(=O)C)[C@H:24]([O:25]C(=O)C)[C@H:19]3[O:20]C(=O)C)[CH:9]=2)=[CH:4][CH:3]=1.[F:41][C:42]1[CH:47]=[CH:46][C:45](B(O)O)=[CH:44][CH:43]=1. (4) Given the product [CH2:1]([C:8]1[CH:13]=[CH:12][CH:11]=[CH:10][C:9]=1[S:14]([CH2:15][C:16]([OH:33])([CH3:32])[C:17]([NH:19][C:20]1[CH:25]=[CH:24][C:23]([C:26]#[N:27])=[C:22]([C:28]([F:31])([F:29])[F:30])[CH:21]=1)=[O:18])(=[O:39])=[O:49])[C:2]1[CH:7]=[CH:6][CH:5]=[CH:4][CH:3]=1, predict the reactants needed to synthesize it. The reactants are: [CH2:1]([C:8]1[CH:13]=[CH:12][CH:11]=[CH:10][C:9]=1[S:14][CH2:15][C:16]([OH:33])([CH3:32])[C:17]([NH:19][C:20]1[CH:25]=[CH:24][C:23]([C:26]#[N:27])=[C:22]([C:28]([F:31])([F:30])[F:29])[CH:21]=1)=[O:18])[C:2]1[CH:7]=[CH:6][CH:5]=[CH:4][CH:3]=1.OO.FC(F)(F)C(OC(=O)C(F)(F)F)=[O:39].[OH2:49]. (5) Given the product [C:32]([O:31][C:29](=[O:30])[N:18]([CH2:17][C:14]1[CH:15]=[CH:16][C:11]([C:3]2[CH:4]=[CH:5][C:6]([C:8](=[O:9])[NH2:10])=[CH:7][C:2]=2[CH3:1])=[CH:12][CH:13]=1)[CH2:19][CH2:20][CH:21]([CH3:23])[CH3:22])([CH3:35])([CH3:34])[CH3:33], predict the reactants needed to synthesize it. The reactants are: [CH3:1][C:2]1[CH:7]=[C:6]([C:8]([NH2:10])=[O:9])[CH:5]=[CH:4][C:3]=1[C:11]1[CH:16]=[CH:15][C:14]([CH2:17][NH:18][CH2:19][CH2:20][CH:21]([CH3:23])[CH3:22])=[CH:13][CH:12]=1.C(=O)(O)[O-].[Na+].[C:29](O[C:29]([O:31][C:32]([CH3:35])([CH3:34])[CH3:33])=[O:30])([O:31][C:32]([CH3:35])([CH3:34])[CH3:33])=[O:30]. (6) Given the product [CH3:15][N:5]1[C:13]2[C:8](=[CH:9][CH:10]=[CH:11][CH:12]=2)[CH2:7][C:6]1=[O:14], predict the reactants needed to synthesize it. The reactants are: N#N.[OH-].[Na+].[NH:5]1[C:13]2[C:8](=[CH:9][CH:10]=[CH:11][CH:12]=2)[CH2:7][C:6]1=[O:14].[CH3:15]OS(OC)(=O)=O.Cl.